This data is from NCI-60 drug combinations with 297,098 pairs across 59 cell lines. The task is: Regression. Given two drug SMILES strings and cell line genomic features, predict the synergy score measuring deviation from expected non-interaction effect. (1) Synergy scores: CSS=10.6, Synergy_ZIP=-8.20, Synergy_Bliss=-9.19, Synergy_Loewe=-10.0, Synergy_HSA=-8.27. Drug 1: C1=CC(=CC=C1CCCC(=O)O)N(CCCl)CCCl. Cell line: HT29. Drug 2: CC12CCC3C(C1CCC2O)C(CC4=C3C=CC(=C4)O)CCCCCCCCCS(=O)CCCC(C(F)(F)F)(F)F. (2) Drug 1: C1CCC(CC1)NC(=O)N(CCCl)N=O. Drug 2: C1=NC2=C(N1)C(=S)N=CN2. Cell line: SK-MEL-2. Synergy scores: CSS=12.5, Synergy_ZIP=-4.19, Synergy_Bliss=-2.30, Synergy_Loewe=-6.19, Synergy_HSA=-5.83. (3) Drug 1: CC1=C(C(CCC1)(C)C)C=CC(=CC=CC(=CC(=O)O)C)C. Drug 2: C1=CC=C(C(=C1)C(C2=CC=C(C=C2)Cl)C(Cl)Cl)Cl. Cell line: SR. Synergy scores: CSS=3.69, Synergy_ZIP=-4.01, Synergy_Bliss=-3.56, Synergy_Loewe=-1.34, Synergy_HSA=-1.39. (4) Drug 1: COC1=CC(=CC(=C1O)OC)C2C3C(COC3=O)C(C4=CC5=C(C=C24)OCO5)OC6C(C(C7C(O6)COC(O7)C8=CC=CS8)O)O. Drug 2: CC1C(C(=O)NC(C(=O)N2CCCC2C(=O)N(CC(=O)N(C(C(=O)O1)C(C)C)C)C)C(C)C)NC(=O)C3=C4C(=C(C=C3)C)OC5=C(C(=O)C(=C(C5=N4)C(=O)NC6C(OC(=O)C(N(C(=O)CN(C(=O)C7CCCN7C(=O)C(NC6=O)C(C)C)C)C)C(C)C)C)N)C. Cell line: CCRF-CEM. Synergy scores: CSS=57.7, Synergy_ZIP=2.48, Synergy_Bliss=3.48, Synergy_Loewe=3.51, Synergy_HSA=5.00. (5) Drug 1: CC1=CC2C(CCC3(C2CCC3(C(=O)C)OC(=O)C)C)C4(C1=CC(=O)CC4)C. Synergy scores: CSS=-6.73, Synergy_ZIP=1.26, Synergy_Bliss=-4.98, Synergy_Loewe=-8.44, Synergy_HSA=-8.89. Drug 2: CCCCCOC(=O)NC1=NC(=O)N(C=C1F)C2C(C(C(O2)C)O)O. Cell line: CAKI-1.